Dataset: Full USPTO retrosynthesis dataset with 1.9M reactions from patents (1976-2016). Task: Predict the reactants needed to synthesize the given product. (1) Given the product [Br:1][C:2]1[CH:27]=[CH:26][C:5]([CH2:6][N:7]([CH2:31][O:32][CH3:33])[C:8]([C:10]2[C:11]3[CH:12]=[N:13][N:14]([C:19]4[CH:24]=[CH:23][C:22]([F:25])=[CH:21][CH:20]=4)[C:15]=3[CH:16]=[CH:17][CH:18]=2)=[O:9])=[C:4]([Cl:28])[CH:3]=1, predict the reactants needed to synthesize it. The reactants are: [Br:1][C:2]1[CH:27]=[CH:26][C:5]([CH2:6][NH:7][C:8]([C:10]2[C:11]3[CH:12]=[N:13][N:14]([C:19]4[CH:24]=[CH:23][C:22]([F:25])=[CH:21][CH:20]=4)[C:15]=3[CH:16]=[CH:17][CH:18]=2)=[O:9])=[C:4]([Cl:28])[CH:3]=1.[H-].[Na+].[CH3:31][O:32][CH2:33]Cl. (2) Given the product [CH2:12]([O:2][C:1]1[CH:8]=[CH:7][C:5]([O:6][CH2:12][CH2:13][CH2:14][CH2:15][CH2:16][CH2:17][CH2:18][CH3:19])=[CH:4][CH:3]=1)[CH2:13][CH2:14][CH2:15][CH2:16][CH2:17][CH2:18][CH3:19], predict the reactants needed to synthesize it. The reactants are: [C:1]1([CH:8]=[CH:7][C:5]([OH:6])=[CH:4][CH:3]=1)[OH:2].[OH-].[K+].Br[CH2:12][CH2:13][CH2:14][CH2:15][CH2:16][CH2:17][CH2:18][CH3:19].C(Cl)(Cl)Cl. (3) Given the product [CH3:34][O:33][C:30]1[CH:31]=[CH:32][C:27]([CH:25]2[CH2:26][N:22]([C:20]3[CH:19]=[CH:18][N:17]=[C:16]([NH:7][C:5]([NH:54][CH2:53][C:48]4[CH:49]=[CH:50][CH:51]=[CH:52][N:47]=4)=[O:4])[CH:21]=3)[C:23](=[O:35])[CH2:24]2)=[CH:28][CH:29]=1, predict the reactants needed to synthesize it. The reactants are: ClC(Cl)(Cl)C[O:4][C:5]([N:7]([C:16]1[CH:21]=[C:20]([N:22]2[CH2:26][CH:25]([C:27]3[CH:32]=[CH:31][C:30]([O:33][CH3:34])=[CH:29][CH:28]=3)[CH2:24][C:23]2=[O:35])[CH:19]=[CH:18][N:17]=1)C(OCC(Cl)(Cl)Cl)=O)=O.C(N(C(C)C)CC)(C)C.[N:47]1[CH:52]=[CH:51][CH:50]=[CH:49][C:48]=1[CH2:53][NH2:54]. (4) Given the product [N+:27]([C:24]1[CH:23]=[C:22]([NH:1][C@@H:2]2[CH2:6][CH2:5][N:4]([C:7]([O:9][C:10]([CH3:13])([CH3:12])[CH3:11])=[O:8])[CH2:3]2)[CH:21]=[CH:26][CH:25]=1)([O-:29])=[O:28], predict the reactants needed to synthesize it. The reactants are: [NH2:1][C@@H:2]1[CH2:6][CH2:5][N:4]([C:7]([O:9][C:10]([CH3:13])([CH3:12])[CH3:11])=[O:8])[CH2:3]1.C(=O)([O-])[O-].[K+].[K+].F[C:21]1[CH:26]=[CH:25][C:24]([N+:27]([O-:29])=[O:28])=[CH:23][CH:22]=1.O.